Predict the product of the given reaction. From a dataset of Forward reaction prediction with 1.9M reactions from USPTO patents (1976-2016). Given the reactants [O:1]=[C:2]([CH3:29])[CH2:3][CH2:4][CH2:5][S:6][C:7]1[N:8]([C:17]2[CH:22]=[CH:21][C:20]([O:23][CH2:24][C:25]([F:28])([F:27])[F:26])=[CH:19][CH:18]=2)[C:9](=[O:16])[C:10]2[NH:15][CH:14]=[CH:13][C:11]=2[N:12]=1.[CH3:30][Mg]Br.C(OCC)C.[Cl-].[NH4+], predict the reaction product. The product is: [OH:1][C:2]([CH3:30])([CH3:29])[CH2:3][CH2:4][CH2:5][S:6][C:7]1[N:8]([C:17]2[CH:22]=[CH:21][C:20]([O:23][CH2:24][C:25]([F:27])([F:26])[F:28])=[CH:19][CH:18]=2)[C:9](=[O:16])[C:10]2[NH:15][CH:14]=[CH:13][C:11]=2[N:12]=1.